From a dataset of HIV replication inhibition screening data with 41,000+ compounds from the AIDS Antiviral Screen. Binary Classification. Given a drug SMILES string, predict its activity (active/inactive) in a high-throughput screening assay against a specified biological target. (1) The drug is Cn1cnc2[nH]c(=O)n(OS(=O)(=O)c3ccccc3)c(=O)c21. The result is 0 (inactive). (2) The drug is O=C1OCCOC(=O)c2cccc(n2)C(=O)OCCOC(=O)c2cccc1n2. The result is 0 (inactive).